This data is from Forward reaction prediction with 1.9M reactions from USPTO patents (1976-2016). The task is: Predict the product of the given reaction. (1) Given the reactants [CH2:1]([O:3][C@@H:4]([CH2:10][C:11]1[CH:16]=[CH:15][C:14]([O:17][CH2:18][C:19]([C:21]2[CH:26]=[CH:25][CH:24]=[C:23]([O:27][CH3:28])[CH:22]=2)=[O:20])=[CH:13][CH:12]=1)[C:5]([O:7]CC)=[O:6])[CH3:2].[Li+].[OH-].O.Cl, predict the reaction product. The product is: [CH2:1]([O:3][C@@H:4]([CH2:10][C:11]1[CH:16]=[CH:15][C:14]([O:17][CH2:18][C:19]([C:21]2[CH:26]=[CH:25][CH:24]=[C:23]([O:27][CH3:28])[CH:22]=2)=[O:20])=[CH:13][CH:12]=1)[C:5]([OH:7])=[O:6])[CH3:2]. (2) The product is: [C:1]([O:5][C:6]([N:8]1[CH2:9][CH:10]2[N:16]([CH2:36][C:35]3[NH:34][C:33]([C:38]4[S:39][CH:40]=[CH:41][N:42]=4)=[N:32][C@@H:31]([C:43]4[CH:48]=[CH:47][C:46]([F:49])=[CH:45][C:44]=4[Cl:50])[C:30]=3[C:28]([O:27][CH3:26])=[O:29])[CH:14]([CH2:13][O:12][CH2:11]2)[CH2:15]1)=[O:7])([CH3:4])([CH3:2])[CH3:3]. Given the reactants [C:1]([O:5][C:6]([N:8]1[CH2:15][CH:14]2[NH:16][CH:10]([CH2:11][O:12][CH2:13]2)[CH2:9]1)=[O:7])([CH3:4])([CH3:3])[CH3:2].CCN(C(C)C)C(C)C.[CH3:26][O:27][C:28]([C:30]1[C@H:31]([C:43]2[CH:48]=[CH:47][C:46]([F:49])=[CH:45][C:44]=2[Cl:50])[N:32]=[C:33]([C:38]2[S:39][CH:40]=[CH:41][N:42]=2)[NH:34][C:35]=1[CH2:36]Br)=[O:29], predict the reaction product. (3) The product is: [Br:1][C:2]1[CH:3]=[C:4]([NH:9][C:10]2[N:15]=[C:14]([C:16](=[O:18])[CH3:17])[CH:13]=[CH:12][N:11]=2)[CH:5]=[C:6]([CH3:8])[CH:7]=1. Given the reactants [Br:1][C:2]1[CH:3]=[C:4]([NH:9][C:10]2[N:15]=[C:14]([CH:16]([OH:18])[CH3:17])[CH:13]=[CH:12][N:11]=2)[CH:5]=[C:6]([CH3:8])[CH:7]=1.CC(OI1(OC(C)=O)(OC(C)=O)OC(=O)C2C=CC=CC1=2)=O, predict the reaction product. (4) Given the reactants [CH3:1][O:2][CH2:3][CH2:4][O:5][C:6]1[CH:11]=[C:10]([C:12]([O:14]C)=[O:13])[CH:9]=[CH:8][N:7]=1.[OH-].[Na+], predict the reaction product. The product is: [CH3:1][O:2][CH2:3][CH2:4][O:5][C:6]1[CH:11]=[C:10]([C:12]([OH:14])=[O:13])[CH:9]=[CH:8][N:7]=1. (5) Given the reactants [Cl:1][C:2]1[CH:16]=[C:15]([Cl:17])[CH:14]=[CH:13][C:3]=1[C:4]([C:6](=[CH:9]N(C)C)[C:7]#[N:8])=O.C(#N)C=C.Cl.[CH3:23][O:24][C:25]1[CH:26]=[C:27]([CH:31]=[C:32]([O:34][CH3:35])[CH:33]=1)[C:28]([NH2:30])=[NH:29].C[O-].[Na+], predict the reaction product. The product is: [Cl:1][C:2]1[CH:16]=[C:15]([Cl:17])[CH:14]=[CH:13][C:3]=1[C:4]1[C:6]([C:7]#[N:8])=[CH:9][N:30]=[C:28]([C:27]2[CH:31]=[C:32]([O:34][CH3:35])[CH:33]=[C:25]([O:24][CH3:23])[CH:26]=2)[N:29]=1. (6) Given the reactants CC1(C)COB([C:8]2[CH:9]=[CH:10][C:11](=[O:22])[N:12]([C:14]3[C:19]([C:20]#[N:21])=[CH:18][CH:17]=[CH:16][N:15]=3)[CH:13]=2)OC1.Br[C:25]1[N:29]2[N:30]=[CH:31][C:32]([C:34]([OH:37])([CH3:36])[CH3:35])=[N:33][C:28]2=[N:27][CH:26]=1.O1CCOCC1.C(=O)([O-])[O-].[Na+].[Na+], predict the reaction product. The product is: [OH:37][C:34]([C:32]1[CH:31]=[N:30][N:29]2[C:25]([C:8]3[CH:9]=[CH:10][C:11](=[O:22])[N:12]([C:14]4[C:19]([C:20]#[N:21])=[CH:18][CH:17]=[CH:16][N:15]=4)[CH:13]=3)=[CH:26][N:27]=[C:28]2[N:33]=1)([CH3:36])[CH3:35]. (7) The product is: [O:19]1[CH2:23][CH2:22][CH:21]([CH2:24][NH:25][C:16]([C:13]2[CH:12]=[C:11]([CH2:10][C:8]3[CH:7]=[CH:6][C:5]4[O:1][CH2:2][O:3][C:4]=4[CH:9]=3)[O:15][N:14]=2)=[O:18])[CH2:20]1. Given the reactants [O:1]1[C:5]2[CH:6]=[CH:7][C:8]([CH2:10][C:11]3[O:15][N:14]=[C:13]([C:16]([OH:18])=O)[CH:12]=3)=[CH:9][C:4]=2[O:3][CH2:2]1.[O:19]1[CH2:23][CH2:22][CH:21]([CH2:24][NH2:25])[CH2:20]1.ON1C2C=CC=CC=2N=N1.Cl.C(N=C=NCCCN(C)C)C, predict the reaction product. (8) Given the reactants [CH2:1]([C:3]1[O:4][C:5]2[CH:11]=[CH:10][C:9]([F:12])=[CH:8][C:6]=2[CH:7]=1)[CH3:2].N#N.[CH3:15][O:16][C:17]1[CH:25]=[CH:24][C:20]([C:21](Cl)=[O:22])=[CH:19][CH:18]=1.[Sn](Cl)(Cl)(Cl)Cl, predict the reaction product. The product is: [CH2:1]([C:3]1[O:4][C:5]2[CH:11]=[CH:10][C:9]([F:12])=[CH:8][C:6]=2[C:7]=1[C:21]([C:20]1[CH:24]=[CH:25][C:17]([O:16][CH3:15])=[CH:18][CH:19]=1)=[O:22])[CH3:2].